Task: Predict the reaction yield, written as a fraction of the theoretical maximum amount of product (1.0 means a 100% yield; for example, 0.34 means a 34% yield).. Dataset: Reaction yield outcomes from USPTO patents with 853,638 reactions (1) The reactants are [NH2:1][C:2]1[CH:7]=[C:6]([N+:8]([O-:10])=[O:9])[CH:5]=[CH:4][C:3]=1[OH:11].[C:12]([S-])(=[S:16])OCC.[K+].O.Cl. The catalyst is N1C=CC=CC=1. The product is [N+:8]([C:6]1[CH:5]=[CH:4][C:3]2[O:11][C:12](=[S:16])[NH:1][C:2]=2[CH:7]=1)([O-:10])=[O:9]. The yield is 0.840. (2) The reactants are [CH3:1][S:2][C:3]1[N:8]=[C:7]2[NH:9][N:10]=[C:11]([C:12]3[CH:17]=[CH:16][CH:15]=[CH:14][CH:13]=3)[C:6]2=[CH:5][N:4]=1.C(=O)([O-])[O-].[K+].[K+].CS(C)=O.Br[CH2:29][C@H:30]1[CH2:35][CH2:34][C@H:33]([NH:36][C:37](=[O:43])[O:38][C:39]([CH3:42])([CH3:41])[CH3:40])[CH2:32][CH2:31]1. The catalyst is C1COCC1.O. The product is [CH3:1][S:2][C:3]1[N:8]=[C:7]2[N:9]([CH2:29][C@H:30]3[CH2:31][CH2:32][C@H:33]([NH:36][C:37](=[O:43])[O:38][C:39]([CH3:42])([CH3:41])[CH3:40])[CH2:34][CH2:35]3)[N:10]=[C:11]([C:12]3[CH:13]=[CH:14][CH:15]=[CH:16][CH:17]=3)[C:6]2=[CH:5][N:4]=1. The yield is 0.880. (3) The reactants are COC1C=C(OC)C=CC=1C[N:6]([C:35]1[CH:40]=[CH:39][N:38]=[CH:37][N:36]=1)[S:7]([C:10]1[C:15]([F:16])=[CH:14][C:13]([O:17][C@H:18]2[CH2:22][CH2:21][CH2:20][C@@H:19]2[C:23]2[N:27](C3CCCCO3)[N:26]=[CH:25][CH:24]=2)=[CH:12][C:11]=1[F:34])(=[O:9])=[O:8].C([SiH](CC)CC)C.FC(F)(F)C(O)=O. The catalyst is ClCCl. The product is [F:16][C:15]1[CH:14]=[C:13]([O:17][C@H:18]2[CH2:22][CH2:21][CH2:20][C@@H:19]2[C:23]2[NH:27][N:26]=[CH:25][CH:24]=2)[CH:12]=[C:11]([F:34])[C:10]=1[S:7]([NH:6][C:35]1[CH:40]=[CH:39][N:38]=[CH:37][N:36]=1)(=[O:8])=[O:9]. The yield is 0.860. (4) The reactants are [NH2:1][C:2]1[O:3][CH2:4][C@@:5]2([N:28]=1)[C:18]1[CH:17]=[C:16]([OH:19])[CH:15]=[C:14]([F:20])[C:13]=1[O:12][C:11]1[C:6]2=[CH:7][C:8]([C:21]2[C:22]([F:27])=[N:23][CH:24]=[CH:25][CH:26]=2)=[CH:9][CH:10]=1.[F:29][C:30]([F:49])([F:48])[S:31](N(C1C=CC=CC=1)[S:31]([C:30]([F:49])([F:48])[F:29])(=[O:33])=[O:32])(=[O:33])=[O:32].[CH2:50]([Cl:52])[Cl:51]. No catalyst specified. The product is [CH2:50]([Cl:52])[Cl:51].[CH3:2][OH:3].[NH4+:1].[OH-:32].[F:29][C:30]([F:49])([F:48])[S:31]([O:19][C:16]1[CH:17]=[C:18]2[C:13]([O:12][C:11]3[CH:10]=[CH:9][C:8]([C:21]4[C:22]([F:27])=[N:23][CH:24]=[CH:25][CH:26]=4)=[CH:7][C:6]=3[C@:5]32[CH2:4][O:3][C:2]([NH2:1])=[N:28]3)=[C:14]([F:20])[CH:15]=1)(=[O:33])=[O:32]. The yield is 0.500. (5) The reactants are C([O-])=O.[NH4+].C([O:12][C:13]1[CH:18]=[CH:17][C:16]([C:19]2[CH2:24][CH2:23][N:22]([C:25]3[CH:26]=[CH:27][C:28]4[N:29]([C:31]([C:34]([F:37])([F:36])[F:35])=[N:32][N:33]=4)[N:30]=3)[CH2:21][CH:20]=2)=[CH:15][C:14]=1[F:38])C1C=CC=CC=1. The catalyst is C(O)C.[Pd]. The product is [F:38][C:14]1[CH:15]=[C:16]([CH:19]2[CH2:20][CH2:21][N:22]([C:25]3[CH:26]=[CH:27][C:28]4[N:29]([C:31]([C:34]([F:35])([F:36])[F:37])=[N:32][N:33]=4)[N:30]=3)[CH2:23][CH2:24]2)[CH:17]=[CH:18][C:13]=1[OH:12]. The yield is 0.670.